Task: Predict the product of the given reaction.. Dataset: Forward reaction prediction with 1.9M reactions from USPTO patents (1976-2016) (1) Given the reactants [CH3:1][O:2][C:3](=[O:14])[C:4]1[CH:9]=[CH:8][C:7]([CH:10]([F:12])[F:11])=[CH:6][C:5]=1[NH2:13].[I:15]I, predict the reaction product. The product is: [CH3:1][O:2][C:3](=[O:14])[C:4]1[CH:9]=[C:8]([I:15])[C:7]([CH:10]([F:12])[F:11])=[CH:6][C:5]=1[NH2:13]. (2) Given the reactants [OH:1][CH2:2][CH:3]1[C:7]2([CH2:9][CH2:8]2)[NH:6][C:5](=[O:10])[O:4]1.[CH3:11][S:12](Cl)(=[O:14])=[O:13].O, predict the reaction product. The product is: [CH3:11][S:12]([O:1][CH2:2][CH:3]1[C:7]2([CH2:9][CH2:8]2)[NH:6][C:5](=[O:10])[O:4]1)(=[O:14])=[O:13]. (3) Given the reactants Cl[CH2:2][C:3]([C:5]1[C:13]2[C:8](=[C:9]([O:14][CH3:15])[CH:10]=[CH:11][CH:12]=2)[N:7]([CH2:16][CH:17]2[CH2:22][CH2:21][CH2:20][CH2:19][CH2:18]2)[CH:6]=1)=O.[C:23]([C:27]([O:29][CH2:30][C:31]([NH2:33])=[S:32])=[O:28])([CH3:26])([CH3:25])[CH3:24], predict the reaction product. The product is: [CH:17]1([CH2:16][N:7]2[C:8]3[C:13](=[CH:12][CH:11]=[CH:10][C:9]=3[O:14][CH3:15])[C:5]([C:3]3[N:33]=[C:31]([CH2:30][O:29][C:27]([C:23]([CH3:26])([CH3:24])[CH3:25])=[O:28])[S:32][CH:2]=3)=[CH:6]2)[CH2:18][CH2:19][CH2:20][CH2:21][CH2:22]1. (4) Given the reactants FC(F)(F)C(O)=O.[NH:8]1[CH2:12][CH2:11][C@H:10]([CH2:13][NH:14][C:15]([C:17]2[S:18][C:19]([Br:23])=[C:20]([CH3:22])[CH:21]=2)=[O:16])[CH2:9]1.[N+](C1C=CC([O:33][C:34](=O)[NH:35][C:36]2[CH:41]=[CH:40][C:39]([N:42]3[CH:47]=[CH:46][CH:45]=[CH:44][C:43]3=[O:48])=[CH:38][C:37]=2[F:49])=CC=1)([O-])=O, predict the reaction product. The product is: [F:49][C:37]1[CH:38]=[C:39]([N:42]2[CH:47]=[CH:46][CH:45]=[CH:44][C:43]2=[O:48])[CH:40]=[CH:41][C:36]=1[NH:35][C:34]([N:8]1[CH2:12][CH2:11][C@H:10]([CH2:13][NH:14][C:15]([C:17]2[S:18][C:19]([Br:23])=[C:20]([CH3:22])[CH:21]=2)=[O:16])[CH2:9]1)=[O:33].